Dataset: Catalyst prediction with 721,799 reactions and 888 catalyst types from USPTO. Task: Predict which catalyst facilitates the given reaction. (1) Reactant: N#N.Cl.Cl.[NH:5]1[C:9]2[CH:10]=[CH:11][CH:12]=[CH:13][C:8]=2[N:7]=[C:6]1[C@H:14]([NH2:23])[CH2:15][C:16]1[CH:21]=[CH:20][C:19]([Br:22])=[CH:18][CH:17]=1.[OH-].[Na+]. Product: [NH:5]1[C:9]2[CH:10]=[CH:11][CH:12]=[CH:13][C:8]=2[N:7]=[C:6]1[C@H:14]([NH2:23])[CH2:15][C:16]1[CH:21]=[CH:20][C:19]([Br:22])=[CH:18][CH:17]=1. The catalyst class is: 2. (2) Product: [C:4]([O:3][C:1]([N:8]1[CH2:13][CH2:12][CH:11]([NH:18][CH3:17])[CH2:10][CH2:9]1)=[O:2])([CH3:7])([CH3:6])[CH3:5]. The catalyst class is: 138. Reactant: [C:1]([N:8]1[CH2:13][CH2:12][C:11](=O)[CH2:10][CH2:9]1)([O:3][C:4]([CH3:7])([CH3:6])[CH3:5])=[O:2].CN.[C:17]([BH3-])#[N:18].[Na+]. (3) The catalyst class is: 8. Product: [CH:19]1[C:29]2[CH2:28][CH2:27][C:26]3[CH:30]=[CH:31][CH:32]=[CH:33][C:25]=3[N:24]([C:34]([N:36]=[C:37]=[S:38])=[O:35])[C:23]=2[CH:22]=[CH:21][CH:20]=1.[CH:19]1[C:29]2[CH2:28][CH2:27][C:26]3[CH:30]=[CH:31][CH:32]=[CH:33][C:25]=3[N:24]([C:34]([NH:36][C:37]([NH:58][C:57]3[CH:59]=[CH:60][C:54]([O:53][C:44]4[C:43]5[C:48](=[CH:49][C:50]([O:51][CH3:52])=[C:41]([O:40][CH3:39])[CH:42]=5)[N:47]=[CH:46][CH:45]=4)=[CH:55][CH:56]=3)=[S:38])=[O:35])[C:23]=2[CH:22]=[CH:21][CH:20]=1. Reactant: C1C2CCC3C=CC=CC=3N(C(Cl)=O)C=2C=CC=1.[CH:19]1[C:29]2[CH2:28][CH2:27][C:26]3[CH:30]=[CH:31][CH:32]=[CH:33][C:25]=3[N:24]([C:34]([N:36]=[C:37]=[S:38])=[O:35])[C:23]=2[CH:22]=[CH:21][CH:20]=1.[CH3:39][O:40][C:41]1[CH:42]=[C:43]2[C:48](=[CH:49][C:50]=1[O:51][CH3:52])[N:47]=[CH:46][CH:45]=[C:44]2[O:53][C:54]1[CH:60]=[CH:59][C:57]([NH2:58])=[CH:56][C:55]=1F.C1(C)C=CC=CC=1. (4) The catalyst class is: 19. Product: [CH:1]1([C:4]2[CH:5]=[C:6]([NH2:18])[C:7]([N:10]([CH2:12][CH2:13][CH2:14][N:15]([CH3:17])[CH3:16])[CH3:11])=[CH:8][CH:9]=2)[CH2:2][CH2:3]1. Reactant: [CH:1]1([C:4]2[CH:9]=[CH:8][C:7]([N:10]([CH2:12][CH2:13][CH2:14][N:15]([CH3:17])[CH3:16])[CH3:11])=[C:6]([N+:18]([O-])=O)[CH:5]=2)[CH2:3][CH2:2]1.[H][H].